Task: Predict the product of the given reaction.. Dataset: Forward reaction prediction with 1.9M reactions from USPTO patents (1976-2016) (1) Given the reactants [OH:1][C@@:2]1([CH2:22][O:23][CH3:24])[CH2:7][CH2:6][CH2:5][CH2:4][C@H:3]1[N:8]1[C:12]([C:13]2[CH:18]=[CH:17][CH:16]=[CH:15][CH:14]=2)=[C:11]([C:19](O)=[O:20])[N:10]=[CH:9]1.[CH3:25][O:26][C:27]1[CH:32]=[CH:31][CH:30]=[CH:29][C:28]=1[N:33]([S:52]([C:55]1[CH:60]=[CH:59][CH:58]=[CH:57][C:56]=1[N+:61]([O-:63])=[O:62])(=[O:54])=[O:53])[CH2:34][CH2:35][C@H:36]1[NH:41][CH2:40][CH2:39][N:38]([C:42]([O:44][CH2:45][C:46]2[CH:51]=[CH:50][CH:49]=[CH:48][CH:47]=2)=[O:43])[CH2:37]1.CCN=C=NCCCN(C)C.Cl.C1C=CC2N(O)N=NC=2C=1.C(=O)([O-])O.[Na+], predict the reaction product. The product is: [OH:1][C@@:2]1([CH2:22][O:23][CH3:24])[CH2:7][CH2:6][CH2:5][CH2:4][C@H:3]1[N:8]1[C:12]([C:13]2[CH:14]=[CH:15][CH:16]=[CH:17][CH:18]=2)=[C:11]([C:19]([N:41]2[CH2:40][CH2:39][N:38]([C:42]([O:44][CH2:45][C:46]3[CH:51]=[CH:50][CH:49]=[CH:48][CH:47]=3)=[O:43])[CH2:37][C@H:36]2[CH2:35][CH2:34][N:33]([C:28]2[CH:29]=[CH:30][CH:31]=[CH:32][C:27]=2[O:26][CH3:25])[S:52]([C:55]2[CH:60]=[CH:59][CH:58]=[CH:57][C:56]=2[N+:61]([O-:63])=[O:62])(=[O:54])=[O:53])=[O:20])[N:10]=[CH:9]1. (2) Given the reactants [CH3:1][C:2]1[CH:7]=[C:6]([C:8]2[CH:13]=[CH:12][C:11]([S:14]CCC(N)=O)=[C:10]([C:20]([F:23])([F:22])[F:21])[CH:9]=2)[CH:5]=[CH:4][N:3]=1.CC(C)([O-])C.[Na+].[C:30]([C:32]1([NH:35][C:36]([C@H:38]2[N:42]([C:43]([C:45]3([C:48]([F:51])([F:50])[F:49])[CH2:47][CH2:46]3)=[O:44])[CH2:41][C@@H:40](OS(C3C=CC=CC=3)(=O)=O)[CH2:39]2)=[O:37])[CH2:34][CH2:33]1)#[N:31], predict the reaction product. The product is: [C:30]([C:32]1([NH:35][C:36]([C@@H:38]2[CH2:39][C@@H:40]([S:14][C:11]3[CH:12]=[CH:13][C:8]([C:6]4[CH:5]=[CH:4][N:3]=[C:2]([CH3:1])[CH:7]=4)=[CH:9][C:10]=3[C:20]([F:22])([F:21])[F:23])[CH2:41][N:42]2[C:43]([C:45]2([C:48]([F:51])([F:49])[F:50])[CH2:46][CH2:47]2)=[O:44])=[O:37])[CH2:33][CH2:34]1)#[N:31]. (3) Given the reactants [CH2:1]([O:3][C:4](=[O:18])[CH2:5][CH2:6][CH2:7][O:8][C:9]1[CH:14]=[C:13]([F:15])[C:12](Br)=[C:11]([F:17])[CH:10]=1)[CH3:2].[B:19]1([B:19]2[O:23][C:22]([CH3:25])([CH3:24])[C:21]([CH3:27])([CH3:26])[O:20]2)[O:23][C:22]([CH3:25])([CH3:24])[C:21]([CH3:27])([CH3:26])[O:20]1, predict the reaction product. The product is: [CH2:1]([O:3][C:4](=[O:18])[CH2:5][CH2:6][CH2:7][O:8][C:9]1[CH:14]=[C:13]([F:15])[C:12]([B:19]2[O:23][C:22]([CH3:25])([CH3:24])[C:21]([CH3:27])([CH3:26])[O:20]2)=[C:11]([F:17])[CH:10]=1)[CH3:2].